Task: Predict the reaction yield, written as a fraction of the theoretical maximum amount of product (1.0 means a 100% yield; for example, 0.34 means a 34% yield).. Dataset: Reaction yield outcomes from USPTO patents with 853,638 reactions The yield is 0.460. The reactants are C([O:3][C:4]([C:6]1[C:11]([NH:12][C:13]2[CH:18]=[CH:17][C:16]([CH3:19])=[CH:15][C:14]=2[F:20])=[C:10]([CH3:21])[C:9](=[O:22])[N:8]([CH3:23])[C:7]=1[CH2:24]Br)=O)C.[NH3:26]. The catalyst is CO. The product is [F:20][C:14]1[CH:15]=[C:16]([CH3:19])[CH:17]=[CH:18][C:13]=1[NH:12][C:11]1[C:6]2[C:4](=[O:3])[NH:26][CH2:24][C:7]=2[N:8]([CH3:23])[C:9](=[O:22])[C:10]=1[CH3:21].